From a dataset of Drug-target binding data from BindingDB using IC50 measurements. Regression. Given a target protein amino acid sequence and a drug SMILES string, predict the binding affinity score between them. We predict pIC50 (pIC50 = -log10(IC50 in M); higher means more potent). Dataset: bindingdb_ic50. (1) The small molecule is OCC1NC(CO)[C@@H](O)[C@H](O)[C@H]1O. The target protein (Q8TET4) has sequence MEAAVKEEISLEDEAVDKNIFRDCNKIAFYRRQKQWLSKKSTYQALLDSVTTDEDSTRFQIINEASKVPLLAEIYGIEGNIFRLKINEETPLKPRFEVPDVLTSKPSTVRLISCSGDTGSLILADGKGDLKCHITANPFKVDLVSEEEVVISINSLGQLYFEHLQILHKQRAAKENEEETSVDTSQENQEDLGLWEEKFGKFVDIKANGPSSIGLDFSLHGFEHLYGIPQHAESHQLKNTGDGDAYRLYNLDVYGYQIYDKMGIYGSVPYLLAHKLGRTIGIFWLNASETLVEINTEPAVEYTLTQMGPVAAKQKVRSRTHVHWMSESGIIDVFLLTGPTPSDVFKQYSHLTGTQAMPPLFSLGYHQCRWNYEDEQDVKAVDAGFDEHDIPYDAMWLDIEHTEGKRYFTWDKNRFPNPKRMQELLRSKKRKLVVISDPHIKIDPDYSVYVKAKDQGFFVKNQEGEDFEGVCWPGLSSYLDFTNPKVREWYSSLFAFPVYQ.... The pIC50 is 7.7. (2) The compound is CC(=O)NC(Cc1ccc(C(F)(F)P(=O)(O)O)cc1)C(=O)NC(CCCNC(=O)c1cccc(I)c1)C(N)=O. The target protein sequence is SVHVPGPHAMTIQELVDYVNARQKQGIYEEYEDIRRENPVGTFHCSMSPGNLEKNRYGDVPCLDQTRVKLTKRSGHTQTDYINASFMDGYKQKNAYIGTQGPLENTYRDFWLMVWEQKVLVIVMTTRFEEGGRRKCGQYWPLEKDSRIRFGFLTVTNLGVENMNHYKKTTLEIHNTEERQKRQVTHFQFLSWPDYGVPSSAASLIDFLRVVRNQQSLAVSNMGARSKGQCPEPPIVVHCSAGIGRTGTFCSLDICLAQLEELGTLNVFQTVSRMRTQRAFSIQTPEQYYFCYKAILEFAEKEGMVS. The pIC50 is 6.0. (3) The drug is NC(CCCCB(O)O)(C(=O)O)C1CCN(CCc2ccc(Cl)cc2Cl)CC1. The target protein (P05089) has sequence MSAKSRTIGIIGAPFSKGQPRGGVEEGPTVLRKAGLLEKLKEQECDVKDYGDLPFADIPNDSPFQIVKNPRSVGKASEQLAGKVAEVKKNGRISLVLGGDHSLAIGSISGHARVHPDLGVIWVDAHTDINTPLTTTSGNLHGQPVSFLLKELKGKIPDVPGFSWVTPCISAKDIVYIGLRDVDPGEHYILKTLGIKYFSMTEVDRLGIGKVMEETLSYLLGRKKRPIHLSFDVDGLDPSFTPATGTPVVGGLTYREGLYITEEIYKTGLLSGLDIMEVNPSLGKTPEEVTRTVNTAVAITLACFGLAREGNHKPIDYLNPPK. The pIC50 is 6.7. (4) The compound is CCCCc1nc(Cl)c(CO)n1Cc1ccc(-c2ccccc2C(=O)O)cc1. The target protein (Q9WV26) has sequence MILNSSTEDGIKRIQDDCPKAGRHSYIFVMIPTLYSIIFVVGIFGNSLVVIVIYFYMKLKTVASVFLLNLALADICFLLTLPLWAVYTAMEYRWPFGNYLCKIASASVSFNLYASVFLLTCLSIDRYLAIVHPMKSRLRRTMLVAKVTCVIIWLMAGLASLPAVIHRNVFFIENTNITVCAFHYESQNSTLPIGLGLTKNILGFMFPFLIILTSYTLIWKALKKAYEIQKNKPRNDDIFKIIMAIVLFFFFSWVPHQIFTFLDVLIQLGIIHDCKISDIVDTAMPITICIAYFNNCLNPLFYGFLGKKFKKYFLQLLKYIPPKAKSHSTLSTKMSTLSYRPSDNVSSSAKKPVQCFEVE. The pIC50 is 6.4. (5) The target protein (Q9IGQ6) has sequence MNPNQKIITIGSICMVVGIISLILQIGNIISIWVSHSIQTGNQNHPETCNQSIITYENNTWVNQTYVNISNTNVVAGQDATSVILTGNSSLCPISGWAIYSKDNGIRIGSKGDVFVIREPFISCSHLECRTFFLTQGALLNDKHSNGTVKDRSPYRTLMSCPVGEAPSPYNSRFESVAWSASACHDGMGWLTIGISGPDNGAVAVLKYNGIITDTIKSWRNNILRTQESECACVNGSCFTIMTDGPSNGQASYKILKIEKGKVTKSIELNAPNYHYEECSCYPDTGKVMCVCRDNWHGSNRPWVSFDQNLDYQIGYICSGVFGDNPRPNDGTGSCGPVSSNGANGIKGFSFRYDNGVWIGRTKSTSSRSGFEMIWDPNGWTETDSSFSVRQDIVAITDWSGYSGSFVQHPELTGLDCMRPCFWVELIRGQPKENTIWTSGSSISFCGVNSDTVGWSWPDGAELPFSIDK. The compound is COc1ccc(C(=O)/C=C/c2ccc(O)cc2)c(O)c1C/C=C(\C)CCC=C(C)C. The pIC50 is 4.1. (6) The compound is CC(C)Cn1c(=O)n(C)c(=O)c2[nH]cnc21. The target protein sequence is EQEVSLDLILVEEYDSLIEKMSNWNFPIFELVEKMGEKSGRILSQVMYTLFQDTGLLEIFKIPTQQFMNYFRALENGYRDIPYHNRIHATDVLHAVWYLTTRPVPGLQQIHNGCGTGNETDSDGRINHGRIAYISSKSCSNPDESYGCLSSNIPALELMALYVAAAMHDYDHPGRTNAFLVATNAPQAVLYNDRSVLENHHAASAWNLYLSRPEYNFLLHLDHVEFKRFRFLVIEAILATDLKKHFDFLAEFNAKANDVNSNGIEWSNENDRLLVCQVCIKLADINGPAKVRDLHLKWTEGIVNEFYEQGDEEANLGLPISPFMDRSSPQLAKLQESFITHIVGPLCNSYDAAGLLPGQWLEAEEDNDTESGDDEDGEELDTEDEEMENNLNPKPPRRKSRRRIFCQLMHHLTENHKIWK. The pIC50 is 6.6. (7) The drug is COC(=O)c1ccc([S+](=O)([O-])Oc2ccc(/C=C/[N+](=O)[O-])cc2)cc1O. The target protein (P00521) has sequence YITPVNSLEKHSWYHGPVSRNAAEYLLSSGINGSFLVRESESSPGQRSISLRYEGRVYHYRINTASDGKLYVSSESRFNTLAELVHHHSTVADGLITTLHYPAPKRNKPTIYGVSPNYDKWEMERTDITMKHKLGGGQYGEVYEGVWKKYSLTVAVKTLKEDTMEVEEFLKEAAVMKEIKHPNLVQLLGVCTREPPFYIITEFMTYGNLLDYLRECNRQEVSAVVLLYMATQISSAMEYLEKKNFIHRDLAARNCLVGENHLVKVADFGLSRLMTGDTYTAHAGAKFPIKWTAPESLAYNKFSIKSDVWAFGVLLWEIATYGMSPYPGIDLSQVYELLEKDYRMERPEGCPEKVYELMRACWQWNPSDRPSFAEIHQAFETMFQESSISDEVEKELGKRGTRGGAGSMLQAPELPTKTRTCRRAAEQKASPPSLTPKLLRRQVTASPSSGLSHKKEATKGSASGMGTPATAEPAPPSNKVGLSKASSEEMRVRRHKHSSE.... The pIC50 is 4.0. (8) The small molecule is COc1cc(C/C=C(/Cl)Cc2cc(O)cc(O)c2)c(OC)cc1Cl. The target protein sequence is MLEFETNIDGLASIKVIGVGGGGNNAVNRMIENEVQGVEYIAVNTDAQALNLSKAEVKMQIGAKLTRGLGAGANPEVGKKAAEESKEQIEEALKGADMVFVTAGMGGGTGTGAAPVIAQIAKDLGALTVGVVTRPFTFEGRKRQLQAAGGISAMKEAVDTLIVIPNDRILEIVDKNTPMLEAFREADNVLRQGVQGISDLIATPGLINLDFADVKTIMSNKGSALMGIGIATGENRAAEAAKKAISSPLLEAAIDGAQGVLMNITGGTNLSLYEVQEAADIVASASDQDVNMIFGSVINENLKDEIVVTVIATGFIEQEKDVTKSQRPSLNQSIKTHNQSVPKREPKREEPQQQNTVSRHTSQPADDTLDIPTFLRNRNKRG. The pIC50 is 4.2. (9) The drug is O=C(NO)C(c1ccccc1)c1ccccc1. The target protein sequence is RPLSRAQSSPAAPASLSAPEPASQARVLSSSETPARTLPFTTGLIYDSVMLKHQCSCGDNSRHPEHAGRIQSIWSRLQERGLRSQCECLRGRKASLEELQSVHSERHVLLYGTNPLSRLKLDNGKLAGLLAQRMFVMLPCGGVGVDTDTIWNELHSSNAARWAAGSVTDLAFKVASRELKNGFAVVRPPGHHADHSTAMGFCFFNSVAIACRQLQQQSKASKILIVDWDVHHGNGTQQTFYQDPSVLYISLHRHDDGNFFPGSGAVDEVGAGSGEGFNVNVAWAGGLDPPMGDPEYLAAFRIVVMPIAREFSPDLVLVSAGFDAAEGHPAPLGGYHVSAKCFGYMTQQLMNLAGGAVVLALEGGHDLTAICDASEACVAALLGNRVDPLSEEGWKQKPNLNAIRSLEAVIRVHSKYWGCMQRLASCPDSWVPRVPGADKEEVEAVTALASLSVGILAEDRPSEQLVEEEEPMNL. The pIC50 is 6.5. (10) The compound is Cn1c(=O)c(S(=O)(=O)c2ccc(F)cc2F)cc2cnc(Nc3ccc4[nH]ccc4c3)nc21. The target protein (Q6P5Z2) has sequence MEEGAPRQPGPSQWPPEDEKEVIRRAIQKELKIKEGVENLRRVATDRRHLGHVQQLLRSSNRRLEQLHGELRELHARILLPGPGPGPAEPVASGPRPWAEQLRARHLEALRRQLHVELKVKQGAENMTHTCASGTPKERKLLAAAQQMLRDSQLKVALLRMKISSLEASGSPEPGPELLAEELQHRLHVEAAVAEGAKNVVKLLSSRRTQDRKALAEAQAQLQESSQKLDLLRLALEQLLEQLPPAHPLRSRVTRELRAAVPGYPQPSGTPVKPTALTGTLQVRLLGCEQLLTAVPGRSPAAALASSPSEGWLRTKAKHQRGRGELASEVLAVLKVDNRVVGQTGWGQVAEQSWDQTFVIPLERARELEIGVHWRDWRQLCGVAFLRLEDFLDNACHQLSLSLVPQGLLFAQVTFCDPVIERRPRLQRQERIFSKRRGQDFLRASQMNLGMAAWGRLVMNLLPPCSSPSTISPPKGCPRTPTTLREASDPATPSNFLPKK.... The pIC50 is 5.0.